From a dataset of Experimentally validated miRNA-target interactions with 360,000+ pairs, plus equal number of negative samples. Binary Classification. Given a miRNA mature sequence and a target amino acid sequence, predict their likelihood of interaction. (1) The miRNA is mmu-miR-216c-5p with sequence GAAGAAUCUCUACAGGUAAGUGU. The protein sequence of the target gene is MEPRALVTALSLGLSLCSLGLLVTAIFTDHWYETDPRRHKESCERSRAGADPPDQKNRLMPLSHLPLRDSPPLGRRLLPGGPGRADPESWRSLLGLGGLDAECGRPLFATYSGLWRKCYFLGIDRDIDTLILKGIAQRCTAIKYHFSQPIRLRNIPFNLTKTIQQDEWHLLHLRRITAGFLGMAVAVLLCGCIVATVSFFWEESLTQHVAGLLFLMTGIFCTISLCTYAASISYDLNRLPKLIYSLPADVEHGYSWSIFCAWCSLGFIVAAGGLCIAYPFISRTKIAQLKSGRDSTV. Result: 0 (no interaction). (2) The miRNA is hsa-miR-3116 with sequence UGCCUGGAACAUAGUAGGGACU. The protein sequence of the target gene is MAPASRLLALWALAAVALPGSGAEGDGGWRPGGPGAVAEEERCTVERRADLTYAEFVQQYAFVRPVILQGLTDNSRFRALCSRDRLLASFGDRVVRLSTANTYSYHKVDLPFQEYVEQLLHPQDPTSLGNDTLYFFGDNNFTEWASLFRHYSPPPFGLLGTAPAYSFGIAGAGSGVPFHWHGPGYSEVIYGRKRWFLYPPEKTPEFHPNKTTLAWLRDTYPALPPSARPLECTIRAGEVLYFPDRWWHATLNLDTSVFISTFLG. Result: 0 (no interaction). (3) Result: 1 (interaction). The protein sequence of the target gene is MIACRMSSQDLSISAKLINGGIAGLVGVTCVFPIDLAKTRLQNQQGKDVYRGMTDCLMKTARAEGFLGMYRGAAVNLTLVTPEKAIKLAANDFLRQLLMQDGTQRNLKMEMLAGCGAGICQVVITCPMEMLKIQLQDAGRLAVCHQASASATPTSRPYSTGSTSTHRRPSATLIARELLRTQGLSGLYRGLGATLLRDIPFSIIYFPLFANLNQLGVSELTGKASFTHSFVAGCTAGSVAAVAVTPLDVLKTRIQTLKKGLGEDTYSGVTDCARKLWTQEGPAAFMKGAGCRALVIAPLF.... The miRNA is mmu-let-7b-5p with sequence UGAGGUAGUAGGUUGUGUGGUU. (4) The miRNA is mmu-miR-1902 with sequence AGAGGUGCAGUAGGCAUGACUU. The protein sequence of the target gene is MSKTMAMNLLEDWCRGMEVDIHRSLLVTGIPEDCGQAEIEETLNGVLSPLGPYRVLNKIFVREENVKAALIEVGEGVNLSTIPREFPGRGGVWRVVCRDPTQDAEFLKNLNEFLDAEGRTWEDVVRLLQLNHPTLSQNQHQPPENWAEALGVLLGAVVQIIFCMDAEIRSREEARAQEAAEFEEMAAWALAAGRKVKKEPGLAAEVGSALKAETPNNWNATEDQHEPTKPLVRRAGAKSRSRRKKQKKNSRQEAVPWKKPKGINSNSTANLEDPEVGDAESMAISEPIKGSRKPCVNKEE.... Result: 0 (no interaction). (5) The miRNA is hsa-miR-3668 with sequence AAUGUAGAGAUUGAUCAAAAU. The protein sequence of the target gene is MDKILEGLVSSSHPLPLKRMIVRKVVEFAEHWLDEAQCEAMFDLTTRLILEGQDPFQRQVGHQVLEAYARYHRPEFESFFNKTFVLGLLQQGYHSVDRKDVAILDYIHNGLKLIMSCPSVLDLFSLLQVEVLRMVCERPEPVLCARLSDLLTDFVQCVPKGKLSVTFCQQLVRTIGHFQCVSTQEKELREYVSQVTKVSTLLQNIWKAEPSTLLPSLQEVFASISSTDASFEPSVALASLVQHIPLQMITVLIRSLTTDPNVKDASMTQALCRMIDWLSWPLAQHVDTWVIALLKGLAAV.... Result: 0 (no interaction). (6) Result: 0 (no interaction). The miRNA is hsa-miR-4755-3p with sequence AGCCAGGCUCUGAAGGGAAAGU. The protein sequence of the target gene is MSEGAAGASPPGAASAAAASAEEGTAAAAAAAAAGGGPDGGGEGAAEPPRELRCSDCIVWNRQQTWLCVVPLFIGFIGLGLSLMLLKWIVVGSVKEYVPTDLVDSKGMGQDPFFLSKPSSFPKAMETTTTTTSTTSPATPSAGGAASSRTPNRISTRLTTITRAPTRFPGHRVPIRASPRSTTARNTAAPPTVLSTTAPFFSSSTPGSRPPMPGAPSTQAMPSWPTAAYATSSYLHDSTPSWTLSPFQDAAAASSSSPSSTSSTTTTPETSTSPKFHTTTYSTERSEHFKPCRDKDLAYC.... (7) The miRNA is mmu-miR-669m-3p with sequence AUAUACAUCCACACAAACAUAU. The protein sequence of the target gene is MSRADPGKNSEPSESKMSLELRPTAPSDLGRSNEAFQDEDLERQNTPGNSTVRNRVVQSGEQGHAKQDDRQITIEQEPLGNKEDPEDDSEDEHQKGFLERKYDTICEFCRKHRVVLRSTIWAVLLTGFLALVIAACAINFHRALPLFVITLVTIFFVIWDHLMAKYEQRIDDFLSPGRRLLDRHWFWLKWVVWSSLILAIILWLSLDTAKLGQQNLVSFGGLIMYLILLFLFSKHPTRVYWRPVFWGIGLQFLLGLLILRTRPGFVAFDWMGRQVQTFLGYTDTGARFVFGEKYTDHFFA.... Result: 1 (interaction).